This data is from Full USPTO retrosynthesis dataset with 1.9M reactions from patents (1976-2016). The task is: Predict the reactants needed to synthesize the given product. The reactants are: C(OC([N:8]1[CH2:12][C:11](=[CH2:13])[CH2:10][CH:9]1[C:14]1[NH:15][C:16]([C:19]2[CH:24]=[CH:23][C:22]([C:25]3[CH:34]=[CH:33][C:32]4[C:27](=[CH:28][CH:29]=[C:30]([C:35]5[NH:36][C:37]([CH:40]6[CH2:44][CH2:43][CH2:42][N:41]6[C:45](=[O:58])[CH:46]([NH:53][C:54]([O:56][CH3:57])=[O:55])[CH:47]6[CH2:52][CH2:51][O:50][CH2:49][CH2:48]6)=[N:38][CH:39]=5)[CH:31]=4)[CH:26]=3)=[CH:21][CH:20]=2)=[CH:17][N:18]=1)=O)(C)(C)C.Cl.[CH3:60][O:61][C:62]([NH:64][CH:65]([C:69]1[CH:70]=[N:71][CH:72]=[CH:73][CH:74]=1)[C:66]([OH:68])=O)=[O:63].[Na+].[Cl-].CN(C(ON1N=NC2C=CC=NC1=2)=[N+](C)C)C.F[P-](F)(F)(F)(F)F.CCN(C(C)C)C(C)C. Given the product [CH3:60][O:61][C:62](=[O:63])[NH:64][CH:65]([C:69]1[CH:70]=[N:71][CH:72]=[CH:73][CH:74]=1)[C:66]([N:8]1[CH2:12][C:11](=[CH2:13])[CH2:10][CH:9]1[C:14]1[NH:15][C:16]([C:19]2[CH:24]=[CH:23][C:22]([C:25]3[CH:34]=[CH:33][C:32]4[C:27](=[CH:28][CH:29]=[C:30]([C:35]5[NH:36][C:37]([CH:40]6[CH2:44][CH2:43][CH2:42][N:41]6[C:45](=[O:58])[CH:46]([NH:53][C:54]([O:56][CH3:57])=[O:55])[CH:47]6[CH2:52][CH2:51][O:50][CH2:49][CH2:48]6)=[N:38][CH:39]=5)[CH:31]=4)[CH:26]=3)=[CH:21][CH:20]=2)=[CH:17][N:18]=1)=[O:68], predict the reactants needed to synthesize it.